This data is from NCI-60 drug combinations with 297,098 pairs across 59 cell lines. The task is: Regression. Given two drug SMILES strings and cell line genomic features, predict the synergy score measuring deviation from expected non-interaction effect. (1) Drug 1: CC(CN1CC(=O)NC(=O)C1)N2CC(=O)NC(=O)C2. Drug 2: C1CCC(C(C1)N)N.C(=O)(C(=O)[O-])[O-].[Pt+4]. Cell line: U251. Synergy scores: CSS=34.2, Synergy_ZIP=-3.52, Synergy_Bliss=1.79, Synergy_Loewe=5.41, Synergy_HSA=5.64. (2) Drug 2: C1=CC(=CC=C1C#N)C(C2=CC=C(C=C2)C#N)N3C=NC=N3. Cell line: A549. Synergy scores: CSS=8.00, Synergy_ZIP=-2.97, Synergy_Bliss=0.331, Synergy_Loewe=0.722, Synergy_HSA=1.02. Drug 1: C1CC(=O)NC(=O)C1N2CC3=C(C2=O)C=CC=C3N. (3) Drug 1: C1C(C(OC1N2C=NC(=NC2=O)N)CO)O. Drug 2: C1CCC(C(C1)N)N.C(=O)(C(=O)[O-])[O-].[Pt+4]. Cell line: OVCAR-4. Synergy scores: CSS=42.5, Synergy_ZIP=5.05, Synergy_Bliss=-3.30, Synergy_Loewe=11.6, Synergy_HSA=2.26. (4) Drug 1: CN(C)C1=NC(=NC(=N1)N(C)C)N(C)C. Drug 2: CN1C2=C(C=C(C=C2)N(CCCl)CCCl)N=C1CCCC(=O)O.Cl. Cell line: CCRF-CEM. Synergy scores: CSS=18.4, Synergy_ZIP=-4.46, Synergy_Bliss=-0.208, Synergy_Loewe=-17.9, Synergy_HSA=-3.39. (5) Drug 1: C1CCC(CC1)NC(=O)N(CCCl)N=O. Drug 2: COCCOC1=C(C=C2C(=C1)C(=NC=N2)NC3=CC=CC(=C3)C#C)OCCOC.Cl. Cell line: M14. Synergy scores: CSS=-0.683, Synergy_ZIP=-0.537, Synergy_Bliss=-1.76, Synergy_Loewe=-3.68, Synergy_HSA=-3.35. (6) Drug 1: CC(C)NC(=O)C1=CC=C(C=C1)CNNC.Cl. Drug 2: C1CCC(C(C1)N)N.C(=O)(C(=O)[O-])[O-].[Pt+4]. Cell line: UACC62. Synergy scores: CSS=0.345, Synergy_ZIP=0.821, Synergy_Bliss=-9.26, Synergy_Loewe=-28.5, Synergy_HSA=-13.7.